From a dataset of Full USPTO retrosynthesis dataset with 1.9M reactions from patents (1976-2016). Predict the reactants needed to synthesize the given product. (1) Given the product [CH3:33][N:35]([CH3:38])[C:36]([N:25]1[CH:26]([C:27]2[CH:28]=[CH:29][CH:30]=[CH:31][CH:32]=2)[CH:22]2[CH2:7][O:6][C:5]3[CH:16]=[CH:15][C:14]([F:13])=[CH:19][C:18]=3[C:23]2=[N:24]1)=[O:43], predict the reactants needed to synthesize it. The reactants are: ClC(Cl)(O[C:5](=O)[O:6][C:7](Cl)(Cl)Cl)Cl.[F:13][C:14]1[C:19]2OC[CH:22]3[CH:26]([C:27]4[CH:32]=[CH:31][CH:30]=[CH:29][CH:28]=4)[NH:25][N:24]=[C:23]3[C:18]=2C=[CH:16][CH:15]=1.[CH2:33]([N:35]([CH2:38]C)[CH2:36]C)C.CNC.[O:43]1CCCC1. (2) The reactants are: [H-].[Na+].[I-].[CH3:4][S+](C)(C)=O.[CH2:9]([O:16][CH2:17][C@H:18]([CH:31]([CH3:33])[CH3:32])[CH2:19][C@H:20]([NH:23][C:24](=[O:30])[O:25][C:26]([CH3:29])([CH3:28])[CH3:27])[CH:21]=[O:22])[C:10]1[CH:15]=[CH:14][CH:13]=[CH:12][CH:11]=1. Given the product [CH2:9]([O:16][CH2:17][C@H:18]([CH:31]([CH3:33])[CH3:32])[CH2:19][C@H:20]([NH:23][C:24](=[O:30])[O:25][C:26]([CH3:27])([CH3:28])[CH3:29])[C@@H:21]1[CH2:4][O:22]1)[C:10]1[CH:11]=[CH:12][CH:13]=[CH:14][CH:15]=1, predict the reactants needed to synthesize it. (3) Given the product [Cl:13][C:10]1[S:9][C:8]([C:6]2[N:7]=[C:2]([O:18][C:19]3[CH:20]=[CH:21][C:22]([CH2:25][C:26]([O:28][CH3:29])=[O:27])=[CH:23][CH:24]=3)[C:3]3[CH2:16][CH:15]([CH3:17])[CH2:14][C:4]=3[N:5]=2)=[CH:12][CH:11]=1, predict the reactants needed to synthesize it. The reactants are: Cl[C:2]1[C:3]2[CH2:16][CH:15]([CH3:17])[CH2:14][C:4]=2[N:5]=[C:6]([C:8]2[S:9][C:10]([Cl:13])=[CH:11][CH:12]=2)[N:7]=1.[OH:18][C:19]1[CH:24]=[CH:23][C:22]([CH2:25][C:26]([O:28][CH3:29])=[O:27])=[CH:21][CH:20]=1. (4) The reactants are: [CH2:1]([N:8]([CH:23]1[C:32]2[C:27](=[CH:28][CH:29]=[C:30]([O:33][CH3:34])[CH:31]=2)[CH2:26][CH2:25][CH:24]1[CH2:35][C:36]1[CH:41]=[CH:40][CH:39]=[CH:38][CH:37]=1)[C:9](=[O:22])[CH2:10][N:11]1C(=O)C2C(=CC=CC=2)C1=O)[C:2]1[CH:7]=[CH:6][CH:5]=[CH:4][CH:3]=1.C1COCC1.O.NN. Given the product [NH2:11][CH2:10][C:9]([N:8]([CH2:1][C:2]1[CH:3]=[CH:4][CH:5]=[CH:6][CH:7]=1)[CH:23]1[C:32]2[C:27](=[CH:28][CH:29]=[C:30]([O:33][CH3:34])[CH:31]=2)[CH2:26][CH2:25][CH:24]1[CH2:35][C:36]1[CH:37]=[CH:38][CH:39]=[CH:40][CH:41]=1)=[O:22], predict the reactants needed to synthesize it. (5) Given the product [F:37][C:2]1([F:1])[CH2:5][N:4]([CH2:6][C:7]2[N:19]=[C:18]3[N:9]([C:10]([NH2:25])=[N:11][C:12]4[C:17]3=[CH:16][CH:15]=[C:14]3[O:20][C:21]([F:24])([F:23])[O:22][C:13]=43)[N:8]=2)[CH2:3]1, predict the reactants needed to synthesize it. The reactants are: [F:1][C:2]1([F:37])[CH2:5][N:4]([CH2:6][C:7]2[N:19]=[C:18]3[N:9]([C:10]([NH:25]CC4C=CC(OC)=CC=4OC)=[N:11][C:12]4[C:17]3=[CH:16][CH:15]=[C:14]3[O:20][C:21]([F:24])([F:23])[O:22][C:13]=43)[N:8]=2)[CH2:3]1.FC(F)(F)C(O)=O.